Task: Regression/Classification. Given a drug SMILES string, predict its absorption, distribution, metabolism, or excretion properties. Task type varies by dataset: regression for continuous measurements (e.g., permeability, clearance, half-life) or binary classification for categorical outcomes (e.g., BBB penetration, CYP inhibition). Dataset: cyp2d6_veith.. Dataset: CYP2D6 inhibition data for predicting drug metabolism from PubChem BioAssay (1) The drug is N[C@@H](CNO)C(=O)O. The result is 0 (non-inhibitor). (2) The molecule is CCC(=O)N1CCN(c2ccc(NC(=O)c3cccs3)cc2)CC1. The result is 0 (non-inhibitor). (3) The result is 0 (non-inhibitor). The molecule is CCCC(=O)Nc1nc(-c2ccc3c(c2)CCN3S(C)(=O)=O)cs1.